Dataset: Catalyst prediction with 721,799 reactions and 888 catalyst types from USPTO. Task: Predict which catalyst facilitates the given reaction. (1) The catalyst class is: 11. Reactant: [N:1]1[CH:6]=[CH:5][C:4]([CH2:7][C:8]([C:10]2[CH:11]=[C:12]([CH:15]=[CH:16][CH:17]=2)[C:13]#[N:14])=[O:9])=[CH:3][CH:2]=1.CO[CH:20]([N:23]([CH3:25])[CH3:24])OC. Product: [CH3:20][N:23]([CH3:25])/[CH:24]=[C:7](\[C:4]1[CH:5]=[CH:6][N:1]=[CH:2][CH:3]=1)/[C:8]([C:10]1[CH:11]=[C:12]([CH:15]=[CH:16][CH:17]=1)[C:13]#[N:14])=[O:9]. (2) The catalyst class is: 2. Reactant: [NH2:1][C:2]1[CH:10]=[CH:9][CH:8]=[C:7]2[C:3]=1[CH:4]=[CH:5][N:6]2[C:11]([C:21]1([OH:24])[CH2:23][CH2:22]1)([C:14]1[CH:19]=[CH:18][C:17]([Cl:20])=[CH:16][CH:15]=1)[CH2:12][CH3:13].CN1CCOCC1.[CH3:32][S:33](Cl)(=[O:35])=[O:34]. Product: [Cl:20][C:17]1[CH:16]=[CH:15][C:14]([C:11]([N:6]2[C:7]3[C:3](=[C:2]([NH:1][S:33]([CH3:32])(=[O:35])=[O:34])[CH:10]=[CH:9][CH:8]=3)[CH:4]=[CH:5]2)([C:21]2([OH:24])[CH2:22][CH2:23]2)[CH2:12][CH3:13])=[CH:19][CH:18]=1.